Dataset: Forward reaction prediction with 1.9M reactions from USPTO patents (1976-2016). Task: Predict the product of the given reaction. (1) Given the reactants [OH:1][C:2]1[CH:3]=[C:4]([C:8]23[CH2:15][CH2:14][C:11]([CH2:16][CH2:17][CH:18]4[CH2:20][CH:19]4[C:21]([O:23][CH3:24])=[O:22])([CH2:12][CH2:13]2)[CH2:10][O:9]3)[CH:5]=[CH:6][CH:7]=1.[Si:25]([O:32][C:33]1[CH:34]=[C:35](B(O)O)[CH:36]=[CH:37][CH:38]=1)([C:28]([CH3:31])([CH3:30])[CH3:29])([CH3:27])[CH3:26].N1C=CC=CC=1.CC1C=CC(S(OCC23CCC(C4SC(C)=NC=4C4C=CC=CC=4)(CC2)OC3)(=O)=O)=CC=1, predict the reaction product. The product is: [Si:25]([O:32][C:33]1[CH:34]=[C:35]([CH:36]=[CH:37][CH:38]=1)[O:1][C:2]1[CH:3]=[C:4]([C:8]23[CH2:15][CH2:14][C:11]([CH2:16][CH2:17][CH:18]4[CH2:20][CH:19]4[C:21]([O:23][CH3:24])=[O:22])([CH2:12][CH2:13]2)[CH2:10][O:9]3)[CH:5]=[CH:6][CH:7]=1)([C:28]([CH3:31])([CH3:30])[CH3:29])([CH3:27])[CH3:26]. (2) Given the reactants C([Li])CCC.Br[C:7]1[CH:8]=[C:9]2[CH:15]=[CH:14][N:13]([Si:16]([CH:23]([CH3:25])[CH3:24])([CH:20]([CH3:22])[CH3:21])[CH:17]([CH3:19])[CH3:18])[C:10]2=[N:11][CH:12]=1.C1C=CC(S(N(S(C2C=CC=CC=2)(=O)=O)[F:36])(=O)=O)=CC=1, predict the reaction product. The product is: [F:36][C:7]1[CH:8]=[C:9]2[CH:15]=[CH:14][N:13]([Si:16]([CH:23]([CH3:25])[CH3:24])([CH:20]([CH3:22])[CH3:21])[CH:17]([CH3:19])[CH3:18])[C:10]2=[N:11][CH:12]=1. (3) Given the reactants [H-].[Na+].[CH2:3]([OH:10])[C:4]1[CH:9]=[CH:8][CH:7]=[CH:6][CH:5]=1.[CH3:11][O:12][C:13]([C:15]1[C:20]([O:21][CH2:22][C:23]2[CH:28]=[CH:27][CH:26]=[CH:25][CH:24]=2)=[C:19](Br)[CH:18]=[C:17]([Br:30])[N:16]=1)=[O:14], predict the reaction product. The product is: [CH3:11][O:12][C:13]([C:15]1[C:20]([O:21][CH2:22][C:23]2[CH:28]=[CH:27][CH:26]=[CH:25][CH:24]=2)=[C:19]([O:10][CH2:3][C:4]2[CH:9]=[CH:8][CH:7]=[CH:6][CH:5]=2)[CH:18]=[C:17]([Br:30])[N:16]=1)=[O:14]. (4) Given the reactants C(N(CC)CC)C.ClC(CCO[C:14]1[CH:23]=[C:22]2[C:17]([CH:18]=[CH:19][C:20](=[O:24])[O:21]2)=[CH:16][CH:15]=1)=O, predict the reaction product. The product is: [O:21]1[C:22]2[C:17](=[CH:16][CH:15]=[CH:14][CH:23]=2)[CH:18]=[CH:19][C:20]1=[O:24].